Dataset: Peptide-MHC class I binding affinity with 185,985 pairs from IEDB/IMGT. Task: Regression. Given a peptide amino acid sequence and an MHC pseudo amino acid sequence, predict their binding affinity value. This is MHC class I binding data. (1) The MHC is HLA-A01:01 with pseudo-sequence HLA-A01:01. The peptide sequence is LQQCKPVSL. The binding affinity (normalized) is 0. (2) The peptide sequence is CMLTEFLHY. The MHC is HLA-A33:01 with pseudo-sequence HLA-A33:01. The binding affinity (normalized) is 0.0221.